Dataset: Full USPTO retrosynthesis dataset with 1.9M reactions from patents (1976-2016). Task: Predict the reactants needed to synthesize the given product. (1) The reactants are: Cl.[NH:2]1[CH2:6][CH2:5][C@@H:4]([OH:7])[CH2:3]1.C(N(CC)CC)C.[CH2:15](Cl)[C:16]1[CH:21]=[CH:20][CH:19]=[CH:18][CH:17]=1. Given the product [CH2:15]([N:2]1[CH2:6][CH2:5][C@@H:4]([OH:7])[CH2:3]1)[C:16]1[CH:21]=[CH:20][CH:19]=[CH:18][CH:17]=1, predict the reactants needed to synthesize it. (2) Given the product [Cl:1][C:2]1[CH:3]=[C:4]2[C:8](=[CH:9][C:10]=1[S:13]([Cl:12])(=[O:15])=[O:14])[N:7]([CH3:11])[CH2:6][CH2:5]2, predict the reactants needed to synthesize it. The reactants are: [Cl:1][C:2]1[CH:3]=[C:4]2[C:8](=[CH:9][CH:10]=1)[N:7]([CH3:11])[CH2:6][CH2:5]2.[Cl:12][S:13](O)(=[O:15])=[O:14].